Task: Predict which catalyst facilitates the given reaction.. Dataset: Catalyst prediction with 721,799 reactions and 888 catalyst types from USPTO (1) Reactant: [Br:1][C:2]1[CH:10]=[CH:9][C:5]2[NH:6][CH:7]=[N:8][C:4]=2[CH:3]=1.CN1C=CN=C1.Cl[C:18]1([C:24]([O:26][CH3:27])=[O:25])[C:22](=[O:23])[CH:21]=[CH:20][S:19]1.[Si:28](Cl)([C:31]([CH3:34])([CH3:33])[CH3:32])([CH3:30])[CH3:29]. Product: [Br:1][C:2]1[CH:10]=[CH:9][C:5]2[N:6]=[CH:7][N:8]([C:20]3[S:19][C:18]([C:24]([O:26][CH3:27])=[O:25])=[C:22]([O:23][Si:28]([C:31]([CH3:34])([CH3:33])[CH3:32])([CH3:30])[CH3:29])[CH:21]=3)[C:4]=2[CH:3]=1. The catalyst class is: 22. (2) Reactant: [C:1]([C:9]1[CH:13]=[C:12]([C:14]2[CH:19]=[CH:18][CH:17]=[CH:16][CH:15]=2)[S:11][C:10]=1[NH:20]C(=O)C)(=[O:8])[C:2]1[CH:7]=[CH:6][CH:5]=[CH:4][CH:3]=1.[OH-].[Na+].[NH4+].[Cl-]. Product: [NH2:20][C:10]1[S:11][C:12]([C:14]2[CH:19]=[CH:18][CH:17]=[CH:16][CH:15]=2)=[CH:13][C:9]=1[C:1]([C:2]1[CH:7]=[CH:6][CH:5]=[CH:4][CH:3]=1)=[O:8]. The catalyst class is: 14.